Dataset: Catalyst prediction with 721,799 reactions and 888 catalyst types from USPTO. Task: Predict which catalyst facilitates the given reaction. (1) Reactant: [CH3:1][O:2][C:3]1[CH:4]=[C:5]([C:13]2[CH:18]=[CH:17][C:16]([N:19]3[CH2:25][CH2:24][CH2:23][N:22]([C:26]4[CH:27]=[CH:28][C:29]([C:32]5[CH:37]=[C:36]([O:38][CH3:39])[C:35]([O:40][CH3:41])=[C:34]([O:42][CH3:43])[CH:33]=5)=[N:30][CH:31]=4)[CH2:21][CH2:20]3)=[CH:15][N:14]=2)[CH:6]=[C:7]([O:11][CH3:12])[C:8]=1[O:9][CH3:10].[CH3:44][S:45]([OH:48])(=[O:47])=[O:46]. Product: [CH3:44][S:45]([OH:48])(=[O:47])=[O:46].[CH3:44][S:45]([OH:48])(=[O:47])=[O:46].[CH3:39][O:38][C:36]1[CH:37]=[C:32]([C:29]2[CH:28]=[CH:27][C:26]([N:22]3[CH2:23][CH2:24][CH2:25][N:19]([C:16]4[CH:17]=[CH:18][C:13]([C:5]5[CH:6]=[C:7]([O:11][CH3:12])[C:8]([O:9][CH3:10])=[C:3]([O:2][CH3:1])[CH:4]=5)=[N:14][CH:15]=4)[CH2:20][CH2:21]3)=[CH:31][N:30]=2)[CH:33]=[C:34]([O:42][CH3:43])[C:35]=1[O:40][CH3:41]. The catalyst class is: 100. (2) Reactant: C(OC([NH:8][CH2:9][CH2:10][CH2:11][N:12]1[C:21]2[C:22]3[CH:23]=[CH:24][CH:25]=[CH:26][C:27]=3[C:28](=[O:29])[C:20]=2[C:19]2[C:14](=[CH:15][C:16]([NH:30][C:31](=[O:39])[CH2:32][CH2:33][CH2:34][C:35]([O:37][CH3:38])=[O:36])=[CH:17][CH:18]=2)[C:13]1=[O:40])=O)(C)(C)C.FC(F)(F)C(O)=O. Product: [NH2:8][CH2:9][CH2:10][CH2:11][N:12]1[C:21]2[C:22]3[CH:23]=[CH:24][CH:25]=[CH:26][C:27]=3[C:28](=[O:29])[C:20]=2[C:19]2[C:14](=[CH:15][C:16]([NH:30][C:31](=[O:39])[CH2:32][CH2:33][CH2:34][C:35]([O:37][CH3:38])=[O:36])=[CH:17][CH:18]=2)[C:13]1=[O:40]. The catalyst class is: 22. (3) Reactant: [C:1]([O:5][C:6]([N:8]1[CH2:13][CH2:12][CH:11]([OH:14])[CH2:10][CH2:9]1)=[O:7])([CH3:4])([CH3:3])[CH3:2].I[CH2:16][CH2:17][CH2:18][CH3:19].[H-].[Na+]. Product: [C:1]([O:5][C:6]([N:8]1[CH2:13][CH2:12][CH:11]([O:14][CH2:16][CH2:17][CH2:18][CH3:19])[CH2:10][CH2:9]1)=[O:7])([CH3:4])([CH3:2])[CH3:3]. The catalyst class is: 6. (4) Reactant: Br[C:2]1[CH:3]=[C:4]2[C:23](=[CH:24][CH:25]=1)[C:7]1=[CH:8][C:9]3[C:10](=O)[C:11]4[CH:12]=[CH:13][C:14](Br)=[CH:15][C:16]=4[C:17](=O)[C:18]=3[CH:19]=[C:6]1[C:5]2([CH3:27])[CH3:26].I.O.II. Product: [CH3:26][C:5]1([CH3:27])[C:6]2[C:7](=[CH:8][C:9]3[CH:10]=[C:11]4[C:16](=[CH:17][C:18]=3[CH:19]=2)[CH:15]=[CH:14][CH:13]=[CH:12]4)[C:23]2[C:4]1=[CH:3][CH:2]=[CH:25][CH:24]=2. The catalyst class is: 15. (5) Reactant: [CH3:1][N:2]1[CH2:7][CH2:6][NH:5][CH2:4][CH2:3]1.C([O-])([O-])=O.[K+].[K+].[CH2:14](Br)[C:15]#[CH:16]. Product: [CH3:1][N:2]1[CH2:7][CH2:6][N:5]([CH2:16][C:15]#[CH:14])[CH2:4][CH2:3]1. The catalyst class is: 21. (6) Reactant: [NH2:1][C:2]1[CH:7]=[CH:6][C:5]([Br:8])=[CH:4][N:3]=1.[C:9](O[C:9]([O:11][C:12]([CH3:15])([CH3:14])[CH3:13])=[O:10])([O:11][C:12]([CH3:15])([CH3:14])[CH3:13])=[O:10]. Product: [Br:8][C:5]1[CH:6]=[CH:7][C:2]([NH:1][C:9]([O:11][C:12]([CH3:15])([CH3:14])[CH3:13])=[O:10])=[N:3][CH:4]=1. The catalyst class is: 1.